This data is from Reaction yield outcomes from USPTO patents with 853,638 reactions. The task is: Predict the reaction yield, written as a fraction of the theoretical maximum amount of product (1.0 means a 100% yield; for example, 0.34 means a 34% yield). (1) The reactants are [Br:1]Br.C(Cl)(Cl)Cl.[S:7]1[C:16]2[CH2:15][CH2:14][C:13]3[CH:17]=[CH:18][CH:19]=[CH:20][C:12]=3[C:11](=[O:21])[C:10]=2[CH:9]=[CH:8]1. The catalyst is O. The product is [Br:1][C:8]1[S:7][C:16]2[CH2:15][CH2:14][C:13]3[CH:17]=[CH:18][CH:19]=[CH:20][C:12]=3[C:11](=[O:21])[C:10]=2[CH:9]=1. The yield is 0.690. (2) The reactants are [Br:1][C:2]1[CH:3]=[C:4]2[C:11]3([N:15]=[C:14]([CH3:16])[C:13](=S)[NH:12]3)[CH2:10][CH2:9][O:8][C:5]2=[CH:6][CH:7]=1.[NH3:18]. The catalyst is CO. The product is [Br:1][C:2]1[CH:3]=[C:4]2[C:11]3([N:12]=[C:13]([NH2:18])[C:14]([CH3:16])=[N:15]3)[CH2:10][CH2:9][O:8][C:5]2=[CH:6][CH:7]=1. The yield is 0.770. (3) The reactants are CC(OI1(OC(C)=O)(OC(C)=O)OC(=O)C2C=CC=CC1=2)=[O:3].[O:23]1[C:27]2[CH:28]=[CH:29][C:30]([CH:32]([C:34]3([C:40]4[CH:41]=[C:42]([C:46]5[CH:51]=[CH:50][CH:49]=[C:48]([O:52][CH3:53])[CH:47]=5)[CH:43]=[CH:44][CH:45]=4)SCCCS3)[OH:33])=[CH:31][C:26]=2[CH2:25][CH2:24]1.C(O)(C)(C)C.S([O-])([O-])(=O)=S.[Na+].[Na+].C(=O)([O-])O.[Na+]. The catalyst is ClCCl. The product is [O:23]1[C:27]2[CH:28]=[CH:29][C:30]([C:32](=[O:33])[C:34]([C:40]3[CH:41]=[C:42]([C:46]4[CH:51]=[CH:50][CH:49]=[C:48]([O:52][CH3:53])[CH:47]=4)[CH:43]=[CH:44][CH:45]=3)=[O:3])=[CH:31][C:26]=2[CH2:25][CH2:24]1. The yield is 1.11. (4) The yield is 0.870. The product is [C:1]([C:3]1[C:4]([CH3:16])=[CH:5][C:6]([C:11]([OH:13])=[O:12])=[N:7][C:8]=1[O:9][CH3:10])#[N:2]. The reactants are [C:1]([C:3]1[C:4]([CH3:16])=[CH:5][C:6]([C:11]([O:13]CC)=[O:12])=[N:7][C:8]=1[O:9][CH3:10])#[N:2].[OH-].[Na+]. The catalyst is CO.C1COCC1.